Dataset: Reaction yield outcomes from USPTO patents with 853,638 reactions. Task: Predict the reaction yield, written as a fraction of the theoretical maximum amount of product (1.0 means a 100% yield; for example, 0.34 means a 34% yield). (1) The reactants are [CH3:1][C@@H:2]1[NH:13][C:12](=[O:14])[CH2:11][CH2:10][CH:9]=[CH:8][CH2:7][C@@H:6]([CH3:15])[C:5](=[O:16])[O:4][CH2:3]1. The catalyst is C1COCC1.[Pd]. The product is [CH3:1][C@@H:2]1[NH:13][C:12](=[O:14])[CH2:11][CH2:10][CH2:9][CH2:8][CH2:7][C@@H:6]([CH3:15])[C:5](=[O:16])[O:4][CH2:3]1. The yield is 0.970. (2) The reactants are [Cl:1][C:2]1[C:3]([CH3:12])=[CH:4][C:5]([F:11])=[C:6]([CH:10]=1)[C:7](O)=[O:8].[CH3:13][S:14]([NH2:17])(=[O:16])=[O:15].Cl.CN(C)CCCN=C=NCC. The catalyst is C(Cl)Cl.CN(C)C1C=CN=CC=1. The product is [Cl:1][C:2]1[C:3]([CH3:12])=[CH:4][C:5]([F:11])=[C:6]([CH:10]=1)[C:7]([NH:17][S:14]([CH3:13])(=[O:16])=[O:15])=[O:8]. The yield is 0.450. (3) The reactants are [CH2:1]([C:4]1[C:12]([N:13]([CH2:20][CH3:21])[CH:14]2[CH2:19][CH2:18][O:17][CH2:16][CH2:15]2)=[CH:11][CH:10]=[CH:9][C:5]=1[C:6]([OH:8])=O)[CH:2]=[CH2:3].C1C=NC2N(O)N=NC=2C=1.C(Cl)CCl.[CH2:36]([C:42]1[CH:47]=[C:46]([CH3:48])[N:45]=[C:44]([O:49][CH3:50])[C:43]=1[CH2:51][NH2:52])[CH2:37][CH2:38][CH2:39][CH:40]=[CH2:41].CN1CCOCC1. The catalyst is CN(C=O)C. The product is [CH2:1]([C:4]1[C:12]([N:13]([CH2:20][CH3:21])[CH:14]2[CH2:19][CH2:18][O:17][CH2:16][CH2:15]2)=[CH:11][CH:10]=[CH:9][C:5]=1[C:6]([NH:52][CH2:51][C:43]1[C:44]([O:49][CH3:50])=[N:45][C:46]([CH3:48])=[CH:47][C:42]=1[CH2:36][CH2:37][CH2:38][CH2:39][CH:40]=[CH2:41])=[O:8])[CH:2]=[CH2:3]. The yield is 0.474. (4) The reactants are [Cl:1][C:2]1[CH:3]=[C:4]([C:9]2([C:27]([F:30])([F:29])[F:28])[CH2:17][C:16]3[C:11](=[CH:12][CH:13]=[C:14](OS(C(F)(F)F)(=O)=O)[CH:15]=3)[C:10]2=[O:26])[CH:5]=[C:6]([Cl:8])[CH:7]=1.C(=O)([O-])[O-].[K+].[K+].[NH2:37][C:38]1[CH:39]=[C:40](B(O)O)[CH:41]=[CH:42][CH:43]=1.CCN(CC)CC.[C:54](Cl)(=[O:57])[CH2:55][CH3:56]. The catalyst is COCCOC.O.C1COCC1.C1C=CC([P]([Pd]([P](C2C=CC=CC=2)(C2C=CC=CC=2)C2C=CC=CC=2)([P](C2C=CC=CC=2)(C2C=CC=CC=2)C2C=CC=CC=2)[P](C2C=CC=CC=2)(C2C=CC=CC=2)C2C=CC=CC=2)(C2C=CC=CC=2)C2C=CC=CC=2)=CC=1. The product is [Cl:8][C:6]1[CH:5]=[C:4]([C:9]2([C:27]([F:28])([F:30])[F:29])[CH2:17][C:16]3[C:11](=[CH:12][CH:13]=[C:14]([C:42]4[CH:43]=[C:38]([NH:37][C:54](=[O:57])[CH2:55][CH3:56])[CH:39]=[CH:40][CH:41]=4)[CH:15]=3)[C:10]2=[O:26])[CH:3]=[C:2]([Cl:1])[CH:7]=1. The yield is 0.230. (5) The product is [CH3:9][C:10]1[CH:11]=[C:12]([CH:17]=[CH:18][C:19]=1[C:2]1[C:3]([CH3:8])=[N:4][CH:5]=[CH:6][CH:7]=1)[C:13]([OH:15])=[O:14]. The reactants are Br[C:2]1[C:3]([CH3:8])=[N:4][CH:5]=[CH:6][CH:7]=1.[CH3:9][C:10]1[CH:11]=[C:12]([CH:17]=[CH:18][C:19]=1B1OC(C)(C)C(C)(C)O1)[C:13]([O:15]C)=[O:14].C(=O)([O-])[O-].[K+].[K+].[OH-].[Na+]. The catalyst is C1(C)C=CC=CC=1.O.C1C=CC([P]([Pd]([P](C2C=CC=CC=2)(C2C=CC=CC=2)C2C=CC=CC=2)([P](C2C=CC=CC=2)(C2C=CC=CC=2)C2C=CC=CC=2)[P](C2C=CC=CC=2)(C2C=CC=CC=2)C2C=CC=CC=2)(C2C=CC=CC=2)C2C=CC=CC=2)=CC=1. The yield is 0.720. (6) The reactants are I([O-])(=O)(=O)=O.[Na+].[Cl:7][C:8]1[N:13]=[C:12]([N:14]2[CH2:19][CH2:18][O:17][CH2:16][C@H:15]2[CH3:20])[CH:11]=[C:10]([CH2:21][S:22][CH3:23])[N:9]=1.S(S([O-])=O)([O-])(=O)=[O:25].[Na+].[Na+]. The catalyst is O.CCOC(C)=O.CO. The product is [Cl:7][C:8]1[N:13]=[C:12]([N:14]2[CH2:19][CH2:18][O:17][CH2:16][C@H:15]2[CH3:20])[CH:11]=[C:10]([CH2:21][S@@:22]([CH3:23])=[O:25])[N:9]=1. The yield is 0.190. (7) The reactants are [CH3:1][O:2][C:3]1[CH:4]=[C:5]([NH:15][C:16]2[N:21]=[C:20](O)[CH:19]=[C:18]([CH3:23])[N:17]=2)[CH:6]=[CH:7][C:8]=1[N:9]1[CH:13]=[C:12]([CH3:14])[N:11]=[CH:10]1.P(Cl)(Cl)([Cl:26])=O. No catalyst specified. The product is [Cl:26][C:20]1[CH:19]=[C:18]([CH3:23])[N:17]=[C:16]([NH:15][C:5]2[CH:6]=[CH:7][C:8]([N:9]3[CH:13]=[C:12]([CH3:14])[N:11]=[CH:10]3)=[C:3]([O:2][CH3:1])[CH:4]=2)[N:21]=1. The yield is 1.00.